From a dataset of Catalyst prediction with 721,799 reactions and 888 catalyst types from USPTO. Predict which catalyst facilitates the given reaction. (1) Reactant: [C:1]([C:3]1[CH:8]=[CH:7][N:6]=[C:5]2[C:9]([C:19](=[O:28])[NH:20][C@H:21]3[CH2:26][CH2:25][CH2:24][CH2:23][C@@H:22]3[OH:27])=[CH:10][N:11](C(OC(C)(C)C)=O)[C:4]=12)#[N:2].C(O)(C(F)(F)F)=O. Product: [C:1]([C:3]1[CH:8]=[CH:7][N:6]=[C:5]2[C:9]([C:19]([NH:20][C@H:21]3[CH2:26][CH2:25][CH2:24][CH2:23][C@@H:22]3[OH:27])=[O:28])=[CH:10][NH:11][C:4]=12)#[N:2]. The catalyst class is: 2. (2) The catalyst class is: 10. Reactant: [F:1][C:2]([F:23])([F:22])[C:3]1[CH:21]=[CH:20][CH:19]=[CH:18][C:4]=1[O:5][CH:6]1[CH2:11][CH2:10][N:9]([C:12]2[S:16][C:15](N)=[N:14][N:13]=2)[CH2:8][CH2:7]1.[C:24]([Cu])#[N:25].N(OC(C)(C)C)=O. Product: [F:23][C:2]([F:22])([F:1])[C:3]1[CH:21]=[CH:20][CH:19]=[CH:18][C:4]=1[O:5][CH:6]1[CH2:7][CH2:8][N:9]([C:12]2[S:16][C:15]([C:24]#[N:25])=[N:14][N:13]=2)[CH2:10][CH2:11]1. (3) Reactant: [CH2:1]([NH:8][C:9](=[O:24])[C:10]1[C:15]([C:16]2[CH:21]=[CH:20][CH:19]=[CH:18][C:17]=2[CH3:22])=[CH:14][C:13](Cl)=[N:12][CH:11]=1)[C:2]1[CH:7]=[CH:6][CH:5]=[CH:4][CH:3]=1.[NH:25]1[CH2:30][CH2:29][O:28][CH2:27][CH2:26]1.C(OCC)(=O)C.O. Product: [CH2:1]([NH:8][C:9](=[O:24])[C:10]1[C:15]([C:16]2[CH:21]=[CH:20][CH:19]=[CH:18][C:17]=2[CH3:22])=[CH:14][C:13]([N:25]2[CH2:30][CH2:29][O:28][CH2:27][CH2:26]2)=[N:12][CH:11]=1)[C:2]1[CH:7]=[CH:6][CH:5]=[CH:4][CH:3]=1. The catalyst class is: 170. (4) Reactant: [F:1][C:2]1[CH:7]=[N:6][C:5]([C:8]2[CH:12]=[CH:11][NH:10][N:9]=2)=[C:4]2[NH:13][CH:14]=[C:15]([C:16](=[O:36])[C:17]([N:19]3[CH2:24][CH2:23][N:22]([C:25]4[N:29]([C:30]5[CH:35]=[CH:34][CH:33]=[CH:32][CH:31]=5)[N:28]=[N:27][N:26]=4)[CH2:21][CH2:20]3)=[O:18])[C:3]=12.[H-].[Na+].[CH3:39]I. Product: [F:1][C:2]1[CH:7]=[N:6][C:5]([C:8]2[CH:12]=[CH:11][N:10]([CH3:39])[N:9]=2)=[C:4]2[NH:13][CH:14]=[C:15]([C:16](=[O:36])[C:17]([N:19]3[CH2:24][CH2:23][N:22]([C:25]4[N:29]([C:30]5[CH:31]=[CH:32][CH:33]=[CH:34][CH:35]=5)[N:28]=[N:27][N:26]=4)[CH2:21][CH2:20]3)=[O:18])[C:3]=12. The catalyst class is: 3. (5) Reactant: C[O:2][C:3](=[O:18])/[CH:4]=[CH:5]/[C:6]1[CH:11]=[C:10]([Cl:12])[CH:9]=[CH:8][C:7]=1[N:13]1[CH:17]=[N:16][N:15]=[N:14]1.[OH-].[Na+].Cl. Product: [Cl:12][C:10]1[CH:9]=[CH:8][C:7]([N:13]2[CH:17]=[N:16][N:15]=[N:14]2)=[C:6](/[CH:5]=[CH:4]/[C:3]([OH:18])=[O:2])[CH:11]=1. The catalyst class is: 5. (6) Product: [N:1]1([CH:6]2[CH2:11][CH2:10][N:9]([C:12]3[CH:17]=[CH:16][C:15]([N:18]4[CH2:22][C@H:21]([CH2:23][NH:24][C:25](=[S:39])[CH3:26])[O:20][C:19]4=[O:28])=[CH:14][C:13]=3[F:29])[CH2:8][CH2:7]2)[CH:5]=[CH:4][N:3]=[N:2]1. The catalyst class is: 1. Reactant: [N:1]1([CH:6]2[CH2:11][CH2:10][N:9]([C:12]3[CH:17]=[CH:16][C:15]([N:18]4[CH2:22][C@H:21]([CH2:23][NH:24][C:25](=O)[CH3:26])[O:20][C:19]4=[O:28])=[CH:14][C:13]=3[F:29])[CH2:8][CH2:7]2)[CH:5]=[CH:4][N:3]=[N:2]1.COC1C=CC(P2(SP(C3C=CC(OC)=CC=3)(=S)S2)=[S:39])=CC=1. (7) Reactant: [Cl:1][C:2]1[N:3]=[CH:4][C:5]2[C:10]([C:11]3[CH:16]=[CH:15][CH:14]=[CH:13][CH:12]=3)=[CH:9][S:8][C:6]=2[N:7]=1.[Br:17]Br.O=C1O[C@H]([C@H](CO)O)C(O)=C1O. Product: [Br:17][C:9]1[S:8][C:6]2[N:7]=[C:2]([Cl:1])[N:3]=[CH:4][C:5]=2[C:10]=1[C:11]1[CH:16]=[CH:15][CH:14]=[CH:13][CH:12]=1. The catalyst class is: 15.